Dataset: Full USPTO retrosynthesis dataset with 1.9M reactions from patents (1976-2016). Task: Predict the reactants needed to synthesize the given product. (1) Given the product [F:7][C:8]1[CH:14]=[CH:13][C:11]([NH:12][S:3]([CH2:1][CH3:2])(=[O:5])=[O:4])=[CH:10][C:9]=1[N+:15]([O-:17])=[O:16], predict the reactants needed to synthesize it. The reactants are: [CH2:1]([S:3](Cl)(=[O:5])=[O:4])[CH3:2].[F:7][C:8]1[CH:14]=[CH:13][C:11]([NH2:12])=[CH:10][C:9]=1[N+:15]([O-:17])=[O:16].N1C=CC=CC=1. (2) Given the product [Cl:1][C:2]1[CH:3]=[CH:4][C:5]2[N:11]([CH2:12][C:13]([CH3:16])([CH3:17])[CH2:14][OH:15])[C:10](=[O:18])[C@@H:9]([CH2:19][C:20]([NH:35][CH2:36][CH2:37][CH2:38][CH2:39][CH2:40][C:41]([O:43][CH3:44])=[O:42])=[O:22])[O:8][C@H:7]([C:23]3[CH:28]=[CH:27][CH:26]=[C:25]([O:29][CH3:30])[C:24]=3[O:31][CH3:32])[C:6]=2[CH:33]=1, predict the reactants needed to synthesize it. The reactants are: [Cl:1][C:2]1[CH:3]=[CH:4][C:5]2[N:11]([CH2:12][C:13]([CH3:17])([CH3:16])[CH2:14][OH:15])[C:10](=[O:18])[C@@H:9]([CH2:19][C:20]([OH:22])=O)[O:8][C@H:7]([C:23]3[CH:28]=[CH:27][CH:26]=[C:25]([O:29][CH3:30])[C:24]=3[O:31][CH3:32])[C:6]=2[CH:33]=1.Cl.[NH2:35][CH2:36][CH2:37][CH2:38][CH2:39][CH2:40][C:41]([O:43][CH3:44])=[O:42].P(C#N)(OCC)(OCC)=O.C(N(CC)CC)C.